Dataset: Peptide-MHC class II binding affinity with 134,281 pairs from IEDB. Task: Regression. Given a peptide amino acid sequence and an MHC pseudo amino acid sequence, predict their binding affinity value. This is MHC class II binding data. (1) The binding affinity (normalized) is 0.195. The peptide sequence is APQINFFYYLGEPIV. The MHC is DRB1_0405 with pseudo-sequence DRB1_0405. (2) The peptide sequence is FVNTLVASSGSYAAT. The MHC is DRB1_0301 with pseudo-sequence DRB1_0301. The binding affinity (normalized) is 0.171. (3) The peptide sequence is DYLILKNLTGLVSAG. The binding affinity (normalized) is 0.594. The MHC is DRB4_0101 with pseudo-sequence DRB4_0103. (4) The peptide sequence is GKEELQEIPTMLKKG. The MHC is DRB1_1301 with pseudo-sequence DRB1_1301. The binding affinity (normalized) is 0.555. (5) The peptide sequence is LGAVYRYKKLKEMSA. The MHC is HLA-DQA10301-DQB10302 with pseudo-sequence HLA-DQA10301-DQB10302. The binding affinity (normalized) is 0. (6) The peptide sequence is QSGFIAAAVLLSVLG. The MHC is DRB1_0405 with pseudo-sequence DRB1_0405. The binding affinity (normalized) is 0.384. (7) The peptide sequence is ILVLILAHPSKRSQK. The MHC is DRB5_0101 with pseudo-sequence DRB5_0101. The binding affinity (normalized) is 0.937. (8) The peptide sequence is EKKYFAATNFEPLAA. The MHC is HLA-DQA10101-DQB10501 with pseudo-sequence HLA-DQA10101-DQB10501. The binding affinity (normalized) is 0.415. (9) The MHC is DRB5_0101 with pseudo-sequence DRB5_0101. The peptide sequence is TGTEKLIETYFSKNYQDYEYL. The binding affinity (normalized) is 0.